This data is from Full USPTO retrosynthesis dataset with 1.9M reactions from patents (1976-2016). The task is: Predict the reactants needed to synthesize the given product. (1) Given the product [CH:22]1([C:20](=[O:21])[CH2:19][O:7][C:8]2[CH:9]=[C:10]([CH3:17])[C:11]([C:12]#[N:13])=[C:14]([CH3:16])[CH:15]=2)[CH2:24][CH2:23]1, predict the reactants needed to synthesize it. The reactants are: C(=O)([O-])[O-].[Cs+].[Cs+].[OH:7][C:8]1[CH:15]=[C:14]([CH3:16])[C:11]([C:12]#[N:13])=[C:10]([CH3:17])[CH:9]=1.Br[CH2:19][C:20]([CH:22]1[CH2:24][CH2:23]1)=[O:21]. (2) Given the product [C:9]([N:11]1[CH2:12][CH2:13][CH2:6][CH2:7][CH2:8][C:1]1=[O:2])([N:11]1[CH2:12][CH2:13][CH2:6][CH2:7][CH2:8][C:9]1=[O:10])=[O:10], predict the reactants needed to synthesize it. The reactants are: [C:1](Cl)(Cl)=[O:2].[Na].[CH2:6]1[CH2:13][CH2:12][NH:11][C:9](=[O:10])[CH2:8][CH2:7]1. (3) Given the product [CH3:17][C:18]1([CH3:34])[C:22]([CH3:24])([CH3:23])[O:21][B:20]([C:2]2[CH:3]=[CH:4][C:5]3[O:9][CH:8]=[C:7]([CH3:10])[C:6]=3[CH:11]=2)[O:19]1, predict the reactants needed to synthesize it. The reactants are: Br[C:2]1[CH:3]=[CH:4][C:5]2[O:9][CH:8]=[C:7]([CH3:10])[C:6]=2[CH:11]=1.CC([O-])=O.[K+].[CH3:17][C:18]1([CH3:34])[C:22]([CH3:24])([CH3:23])[O:21][B:20]([B:20]2[O:21][C:22]([CH3:24])([CH3:23])[C:18]([CH3:34])([CH3:17])[O:19]2)[O:19]1. (4) Given the product [Cl:1][C:2]1[CH:11]=[C:10]([NH:12][CH:13]([CH3:15])[CH3:14])[C:5]([C:6]2[O:7][C:25]([CH2:24][Cl:23])=[N:9][N:8]=2)=[CH:4][N:3]=1, predict the reactants needed to synthesize it. The reactants are: [Cl:1][C:2]1[CH:11]=[C:10]([NH:12][CH:13]([CH3:15])[CH3:14])[C:5]([C:6]([NH:8][NH2:9])=[O:7])=[CH:4][N:3]=1.CCN(CC)CC.[Cl:23][CH2:24][C:25](Cl)=O.S(Cl)(C1C=CC(C)=CC=1)(=O)=O. (5) Given the product [CH:19]([O:38][CH2:36][CH2:35][O:34][C:31]1[CH:30]=[CH:29][C:28]([O:27][CH2:20][C:21]2[CH:22]=[CH:23][CH:24]=[CH:25][CH:26]=2)=[CH:33][CH:32]=1)([CH3:18])[CH3:14], predict the reactants needed to synthesize it. The reactants are: C1(P([C:14]2[CH:19]=[CH:18]C=CC=2)C2C=CC=CC=2)C=CC=CC=1.[CH2:20]([O:27][C:28]1[CH:33]=[CH:32][C:31]([OH:34])=[CH:30][CH:29]=1)[C:21]1[CH:26]=[CH:25][CH:24]=[CH:23][CH:22]=1.[CH3:35][CH:36]([O:38]C(/N=N/C(OC(C)C)=O)=O)C.CCOCC.